This data is from Reaction yield outcomes from USPTO patents with 853,638 reactions. The task is: Predict the reaction yield, written as a fraction of the theoretical maximum amount of product (1.0 means a 100% yield; for example, 0.34 means a 34% yield). (1) The product is [CH3:37][C:36]1[CH:38]=[CH:39][C:33]([S:30]([O:8][CH2:9][CH2:10][CH:11]2[CH2:12][C:13](=[O:29])[N:14]([CH2:16][C:17]3[N:24]4[C:20]([S:21][C:22]([CH2:25][O:26][CH3:27])=[N:23]4)=[N:19][C:18]=3[Cl:28])[CH2:15]2)(=[O:32])=[O:31])=[CH:34][CH:35]=1. The catalyst is FC(F)(F)C(O)=O.CN(C)C1C=CN=CC=1.C(Cl)Cl. The reactants are C([O:8][CH2:9][CH2:10][CH:11]1[CH2:15][N:14]([CH2:16][C:17]2[N:24]3[C:20]([S:21][C:22]([CH2:25][O:26][CH3:27])=[N:23]3)=[N:19][C:18]=2[Cl:28])[C:13](=[O:29])[CH2:12]1)C1C=CC=CC=1.[S:30](Cl)([C:33]1[CH:39]=[CH:38][C:36]([CH3:37])=[CH:35][CH:34]=1)(=[O:32])=[O:31].C(N(CC)CC)C.O. The yield is 0.890. (2) The reactants are BrC1C=C(C=C(C(C2C=CC=C(OC(F)F)C=2)(C)C)C=1)N.[Cl:22][C:23]1[CH:28]=[C:27]([C:29]([C:32]2[CH:37]=[C:36]([O:38][C:39]([F:42])([F:41])[F:40])[CH:35]=[C:34]([C:43]#[C:44][CH3:45])[CH:33]=2)([CH3:31])[CH3:30])[CH:26]=[C:25]([N+:46]([O-])=O)[CH:24]=1. No catalyst specified. The product is [Cl:22][C:23]1[CH:24]=[C:25]([CH:26]=[C:27]([C:29]([C:32]2[CH:37]=[C:36]([O:38][C:39]([F:40])([F:41])[F:42])[CH:35]=[C:34]([C:43]#[C:44][CH3:45])[CH:33]=2)([CH3:31])[CH3:30])[CH:28]=1)[NH2:46]. The yield is 0.840. (3) The reactants are [H-].[Na+].[Br:3][C:4]1[C:16](=[O:17])[NH:15][C:7]2[N:8]=[C:9]([S:13][CH3:14])[N:10]=[C:11]([CH3:12])[C:6]=2[CH:5]=1.I[CH:19]([CH3:21])[CH3:20]. The catalyst is CN(C=O)C. The product is [Br:3][C:4]1[C:16](=[O:17])[N:15]([CH:19]([CH3:21])[CH3:20])[C:7]2[N:8]=[C:9]([S:13][CH3:14])[N:10]=[C:11]([CH3:12])[C:6]=2[CH:5]=1. The yield is 0.590. (4) The reactants are F[C:2]1[CH:3]=[C:4]([CH3:12])[C:5]([N+:9]([O-:11])=[O:10])=[C:6]([NH2:8])[CH:7]=1.[C:13]([N:20]1[CH2:25][CH2:24][NH:23][CH2:22][CH2:21]1)([O:15][C:16]([CH3:19])([CH3:18])[CH3:17])=[O:14].CN1CCOCC1. The catalyst is CN1C(=O)CCC1.C(OCC)(=O)C. The product is [C:16]([O:15][C:13]([N:20]1[CH2:25][CH2:24][N:23]([C:2]2[CH:3]=[C:4]([CH3:12])[C:5]([N+:9]([O-:11])=[O:10])=[C:6]([NH2:8])[CH:7]=2)[CH2:22][CH2:21]1)=[O:14])([CH3:19])([CH3:17])[CH3:18]. The yield is 0.830. (5) The catalyst is CN(C=O)C. The reactants are [Cl:1][C:2]1[CH:3]=[CH:4][C:5]([CH2:9][OH:10])=[C:6]([OH:8])[CH:7]=1.Br[CH2:12][CH2:13][CH2:14][CH3:15].C([O-])([O-])=O.[K+].[K+]. The yield is 0.460. The product is [Cl:1][C:2]1[CH:3]=[CH:4][C:5]([CH2:9][OH:10])=[C:6]([O:8][CH2:12][CH2:13][CH2:14][CH3:15])[CH:7]=1.